This data is from Catalyst prediction with 721,799 reactions and 888 catalyst types from USPTO. The task is: Predict which catalyst facilitates the given reaction. (1) Reactant: [CH:1]1([C@H:4]([N:8]2[CH:12]=[C:11]([C:13]3[C:14]4[CH:21]=[CH:20][N:19](COCC[Si](C)(C)C)[C:15]=4[N:16]=[CH:17][N:18]=3)[CH:10]=[N:9]2)[CH2:5][C:6]#[N:7])[CH2:3][CH2:2]1.F[B-](F)(F)F.[Li+].[NH4+].[OH-]. Product: [CH:1]1([C@H:4]([N:8]2[CH:12]=[C:11]([C:13]3[C:14]4[CH:21]=[CH:20][NH:19][C:15]=4[N:16]=[CH:17][N:18]=3)[CH:10]=[N:9]2)[CH2:5][C:6]#[N:7])[CH2:3][CH2:2]1. The catalyst class is: 144. (2) Reactant: C([O:4][C@@H:5]([C:24]1[NH:29][C:28]2[CH:30]=[C:31]3[O:36][N:35]=[C:34]([N:37]4C(=O)C5C(=CC=CC=5)C4=O)[C:32]3=[CH:33][C:27]=2[S:26](=[O:49])(=[O:48])[N:25]=1)[C@H:6]1[O:11][CH2:10][CH2:9][N:8]([C:12]2[CH:16]=[CH:15][N:14]([C:17]3[CH:22]=[CH:21][N:20]=[CH:19][CH:18]=3)[N:13]=2)[C:7]1=[O:23])(=O)C. Product: [NH2:37][C:34]1[C:32]2=[CH:33][C:27]3[S:26](=[O:49])(=[O:48])[N:25]=[C:24]([C@H:5]([OH:4])[C@H:6]4[O:11][CH2:10][CH2:9][N:8]([C:12]5[CH:16]=[CH:15][N:14]([C:17]6[CH:18]=[CH:19][N:20]=[CH:21][CH:22]=6)[N:13]=5)[C:7]4=[O:23])[NH:29][C:28]=3[CH:30]=[C:31]2[O:36][N:35]=1. The catalyst class is: 12. (3) Reactant: Cl[C:2](Cl)([O:4]C(=O)OC(Cl)(Cl)Cl)Cl.[CH2:13]([N:15]1[C:19]2[N:20]=[C:21]([C:31]3[CH:37]=[CH:36][C:34]([NH2:35])=[CH:33][CH:32]=3)[N:22]=[C:23]([N:24]3[CH2:29][CH2:28][O:27][CH2:26][C@@H:25]3[CH3:30])[C:18]=2[N:17]=[N:16]1)[CH3:14].[NH2:38][C:39]1[CH:44]=[CH:43][C:42]([CH2:45][OH:46])=[CH:41][CH:40]=1.CCN(CC)CC. Product: [CH2:13]([N:15]1[C:19]2[N:20]=[C:21]([C:31]3[CH:37]=[CH:36][C:34]([NH:35][C:2]([NH:38][C:39]4[CH:44]=[CH:43][C:42]([CH2:45][OH:46])=[CH:41][CH:40]=4)=[O:4])=[CH:33][CH:32]=3)[N:22]=[C:23]([N:24]3[CH2:29][CH2:28][O:27][CH2:26][C@@H:25]3[CH3:30])[C:18]=2[N:17]=[N:16]1)[CH3:14]. The catalyst class is: 2. (4) Reactant: [NH2:1][C@H:2]([C:12]1[C:17]([C:18]2[CH:19]=[CH:20][C:21]([Cl:33])=[C:22]3[C:26]=2[N:25]([CH3:27])[N:24]=[C:23]3[NH:28][S:29]([CH3:32])(=[O:31])=[O:30])=[CH:16][CH:15]=[C:14]([Cl:34])[N:13]=1)[CH2:3][C:4]1[CH:9]=[C:8]([F:10])[CH:7]=[C:6]([F:11])[CH:5]=1.CCN(CC)CC.[F:42][C:43]1([F:60])[C:47]2[N:48]([CH2:55][C:56](O)=[O:57])[N:49]=[C:50]([C:51]([F:54])([F:53])[F:52])[C:46]=2[C@H:45]2[CH2:59][C@@H:44]12.CN(C(ON1N=NC2C=CC=NC1=2)=[N+](C)C)C.F[P-](F)(F)(F)(F)F. Product: [Cl:34][C:14]1[N:13]=[C:12]([C@@H:2]([NH:1][C:56](=[O:57])[CH2:55][N:48]2[C:47]3[C:43]([F:42])([F:60])[C@@H:44]4[CH2:59][C@@H:45]4[C:46]=3[C:50]([C:51]([F:53])([F:52])[F:54])=[N:49]2)[CH2:3][C:4]2[CH:9]=[C:8]([F:10])[CH:7]=[C:6]([F:11])[CH:5]=2)[C:17]([C:18]2[CH:19]=[CH:20][C:21]([Cl:33])=[C:22]3[C:26]=2[N:25]([CH3:27])[N:24]=[C:23]3[NH:28][S:29]([CH3:32])(=[O:30])=[O:31])=[CH:16][CH:15]=1. The catalyst class is: 44. (5) Reactant: COC1C=CC(C[N:8]([C:22]2[S:23][CH:24]=[CH:25][N:26]=2)[S:9]([C:12]2[CH:13]=[CH:14][C:15]3[NH:20][CH2:19][CH2:18][O:17][C:16]=3[CH:21]=2)(=[O:11])=[O:10])=CC=1.[H-].[Na+].Br[CH2:32][C:33]1[C:34]([C:39]2[CH:44]=[CH:43][CH:42]=[CH:41][CH:40]=2)=[N:35][O:36][C:37]=1[CH3:38]. Product: [CH3:38][C:37]1[O:36][N:35]=[C:34]([C:39]2[CH:40]=[CH:41][CH:42]=[CH:43][CH:44]=2)[C:33]=1[CH2:32][N:20]1[CH2:19][CH2:18][O:17][C:16]2[CH:21]=[C:12]([S:9]([NH:8][C:22]3[S:23][CH:24]=[CH:25][N:26]=3)(=[O:10])=[O:11])[CH:13]=[CH:14][C:15]1=2. The catalyst class is: 3.